The task is: Predict which catalyst facilitates the given reaction.. This data is from Catalyst prediction with 721,799 reactions and 888 catalyst types from USPTO. (1) Reactant: Cl[C:2]1[C:11]2[C:6](=[CH:7][CH:8]=[CH:9][CH:10]=2)[N:5]=[C:4]([C:12]2[CH:17]=[CH:16][CH:15]=[CH:14][C:13]=2[F:18])[C:3]=1[CH3:19].[O:20]1[CH2:25][CH2:24][N:23]([C:26]2[CH:32]=[CH:31][C:30]([N:33]3[CH2:38][CH2:37][O:36][CH2:35][CH2:34]3)=[CH:29][C:27]=2[NH2:28])[CH2:22][CH2:21]1.Cl.O1CCOCC1. Product: [N:23]1([C:26]2[CH:32]=[CH:31][C:30]([N:33]3[CH2:34][CH2:35][O:36][CH2:37][CH2:38]3)=[CH:29][C:27]=2[NH:28][C:2]2[C:11]3[C:6](=[CH:7][CH:8]=[CH:9][CH:10]=3)[N:5]=[C:4]([C:12]3[CH:17]=[CH:16][CH:15]=[CH:14][C:13]=3[F:18])[C:3]=2[CH3:19])[CH2:24][CH2:25][O:20][CH2:21][CH2:22]1. The catalyst class is: 5. (2) Reactant: [OH:1][C:2]1[CH:3]=[C:4]([CH:7]=[CH:8][CH:9]=1)[CH:5]=[O:6].[N+:10]([CH3:13])([O-:12])=[O:11].[F-].C([N+](CCCC)(CCCC)CCCC)CCC. Product: [OH:6][CH:5]([C:4]1[CH:3]=[C:2]([OH:1])[CH:9]=[CH:8][CH:7]=1)[CH2:13][N+:10]([O-:12])=[O:11]. The catalyst class is: 54. (3) Reactant: [CH:1]1([OH:7])[CH2:6][CH2:5][CH2:4][CH2:3][CH2:2]1.[C:8]([O:11][CH:12]1[CH:17]([N:18]([CH3:20])[CH3:19])[CH2:16][CH:15]([CH3:21])[O:14][CH:13]1F)(=[O:10])[CH3:9].B(F)(F)F.CCOCC. Product: [C:8]([O:11][CH:12]1[CH:17]([N:18]([CH3:19])[CH3:20])[CH2:16][CH:15]([CH3:21])[O:14][CH:13]1[O:7][CH:1]1[CH2:6][CH2:5][CH2:4][CH2:3][CH2:2]1)(=[O:10])[CH3:9]. The catalyst class is: 13. (4) Reactant: [NH2:1][C@H:2]1[CH2:7][CH2:6][C@H:5]([NH:8][C:9]2[CH:10]=[C:11]([N:28]([CH:38]3[CH2:40][CH2:39]3)[CH2:29][C:30]3[CH:35]=[CH:34][C:33]([O:36][CH3:37])=[CH:32][CH:31]=3)[C:12]3[N:13]([C:15]([C:18]([NH:20][C:21]4[CH:26]=[CH:25][N:24]=[CH:23][C:22]=4[F:27])=[O:19])=[CH:16][N:17]=3)[N:14]=2)[CH2:4][CH2:3]1.[C:41](O[C:41]([O:43][C:44]([CH3:47])([CH3:46])[CH3:45])=[O:42])([O:43][C:44]([CH3:47])([CH3:46])[CH3:45])=[O:42].C(N(CC)CC)C. Product: [CH:38]1([N:28]([CH2:29][C:30]2[CH:31]=[CH:32][C:33]([O:36][CH3:37])=[CH:34][CH:35]=2)[C:11]2[C:12]3[N:13]([C:15]([C:18](=[O:19])[NH:20][C:21]4[CH:26]=[CH:25][N:24]=[CH:23][C:22]=4[F:27])=[CH:16][N:17]=3)[N:14]=[C:9]([NH:8][C@H:5]3[CH2:4][CH2:3][C@H:2]([NH:1][C:41](=[O:42])[O:43][C:44]([CH3:47])([CH3:46])[CH3:45])[CH2:7][CH2:6]3)[CH:10]=2)[CH2:39][CH2:40]1. The catalyst class is: 5.